Task: Predict the reaction yield, written as a fraction of the theoretical maximum amount of product (1.0 means a 100% yield; for example, 0.34 means a 34% yield).. Dataset: Reaction yield outcomes from USPTO patents with 853,638 reactions (1) The reactants are [CH2:1]([O:8][CH:9]1[CH2:14][CH2:13][NH:12][CH2:11][CH2:10]1)[C:2]1[CH:7]=[CH:6][CH:5]=[CH:4][CH:3]=1.C(=O)(O)[O-].[Na+].[I-].[K+].[CH2:22]([O:24][C:25](=[O:30])[CH2:26][CH2:27][CH2:28]Cl)[CH3:23]. The catalyst is CN(C)C=O. The product is [CH2:1]([O:8][CH:9]1[CH2:14][CH2:13][N:12]([CH2:28][CH2:27][CH2:26][C:25]([O:24][CH2:22][CH3:23])=[O:30])[CH2:11][CH2:10]1)[C:2]1[CH:3]=[CH:4][CH:5]=[CH:6][CH:7]=1. The yield is 0.820. (2) The reactants are [Si]([O:18][CH:19]1[CH2:23][CH2:22][N:21]([C:24]2[CH:29]=[CH:28][CH:27]=[CH:26][C:25]=2[S:30]([NH:33][C:34]2[S:35][CH:36]=[CH:37][N:38]=2)(=[O:32])=[O:31])[C:20]1=[O:39])(C(C)(C)C)(C1C=CC=CC=1)C1C=CC=CC=1.[F-].C([N+](CCCC)(CCCC)CCCC)CCC.O. The catalyst is C1COCC1. The product is [OH:18][CH:19]1[CH2:23][CH2:22][N:21]([C:24]2[CH:29]=[CH:28][CH:27]=[CH:26][C:25]=2[S:30]([NH:33][C:34]2[S:35][CH:36]=[CH:37][N:38]=2)(=[O:31])=[O:32])[C:20]1=[O:39]. The yield is 0.760. (3) The reactants are [CH3:1][C:2]([NH:8][C:9](=[O:29])[CH2:10][C:11]1[CH:16]=[CH:15][C:14]([O:17][CH2:18][C:19]2[CH:28]=[CH:27][C:26]3[C:21](=[CH:22][CH:23]=[CH:24][CH:25]=3)[N:20]=2)=[CH:13][CH:12]=1)([CH3:7])[C:3]([O:5]C)=O.[H-].[Na+]. The catalyst is CN(C=O)C. The product is [OH:5][C:3]1[C:2]([CH3:7])([CH3:1])[NH:8][C:9](=[O:29])[C:10]=1[C:11]1[CH:16]=[CH:15][C:14]([O:17][CH2:18][C:19]2[CH:28]=[CH:27][C:26]3[C:21](=[CH:22][CH:23]=[CH:24][CH:25]=3)[N:20]=2)=[CH:13][CH:12]=1. The yield is 0.440.